From a dataset of Full USPTO retrosynthesis dataset with 1.9M reactions from patents (1976-2016). Predict the reactants needed to synthesize the given product. Given the product [CH2:1]([C:4]1[CH:5]=[CH:6][N:7]=[C:8]([C:26]([OH:28])=[O:27])[CH:9]=1)[CH2:2][CH3:3], predict the reactants needed to synthesize it. The reactants are: [CH2:1]([C:4]1[CH:9]=[CH:8][N+:7]([O-])=[CH:6][C:5]=1C1C=CC=CC=1)[CH2:2][CH3:3].ClCCl.CN(C)C(Cl)=O.[C:26](=O)([O-:28])[O-:27].[K+].[K+].